The task is: Predict the product of the given reaction.. This data is from Forward reaction prediction with 1.9M reactions from USPTO patents (1976-2016). (1) Given the reactants C(N(CC)CC)C.Cl.C(O[C:12](=[NH:20])[C:13]1[CH:18]=[CH:17][CH:16]=[C:15]([Cl:19])[CH:14]=1)C.Cl.[CH3:22][O:23][C:24](=[O:29])[C@H:25]([CH2:27][SH:28])N.O, predict the reaction product. The product is: [CH3:22][O:23][C:24]([CH:25]1[CH2:27][S:28][C:12]([C:13]2[CH:18]=[CH:17][CH:16]=[C:15]([Cl:19])[CH:14]=2)=[N:20]1)=[O:29]. (2) Given the reactants [OH:1][C:2]1[CH:3]=[C:4]([CH:7]=[CH:8][CH:9]=1)[C:5]#[N:6].C([CH2:12][C:13](Br)([CH3:17])[C:14]([O-:16])=[O:15])C.C(=O)([O-])[O-].[K+].[K+].[C:25](#N)[CH3:26], predict the reaction product. The product is: [CH2:25]([O:16][C:14](=[O:15])[C:13]([O:1][C:2]1[CH:9]=[CH:8][CH:7]=[C:4]([C:5]#[N:6])[CH:3]=1)([CH3:12])[CH3:17])[CH3:26].